This data is from Reaction yield outcomes from USPTO patents with 853,638 reactions. The task is: Predict the reaction yield, written as a fraction of the theoretical maximum amount of product (1.0 means a 100% yield; for example, 0.34 means a 34% yield). (1) The reactants are [CH3:1][C:2]1[C:6]([C:7]2[CH:12]=[CH:11][NH:10][C:9](=[O:13])[N:8]=2)=[C:5]([CH3:14])[O:4][N:3]=1.[H-].[Na+].Br[CH2:18][CH2:19][CH2:20][CH2:21][Cl:22].O. The catalyst is CN(C=O)C. The product is [Cl:22][CH2:21][CH2:20][CH2:19][CH2:18][N:10]1[CH:11]=[CH:12][C:7]([C:6]2[C:2]([CH3:1])=[N:3][O:4][C:5]=2[CH3:14])=[N:8][C:9]1=[O:13]. The yield is 0.350. (2) The reactants are Br[C:2]1[N:6]2[CH2:7][CH2:8][N:9]([C:11]([C:13]3[CH:18]=[CH:17][CH:16]=[C:15]([C:19]([F:22])([F:21])[F:20])[C:14]=3[Cl:23])=O)[CH2:10][C:5]2=[N:4][C:3]=1[C:24]([F:27])([F:26])[F:25].[C:28]1(B(O)O)[CH:33]=[CH:32][CH:31]=[CH:30][CH:29]=1.COCCOC.[OH2:43]. The catalyst is C(OCC)(=O)C.CCCC(C)C. The product is [Cl:23][C:14]1[C:15]([C:19]([F:22])([F:21])[F:20])=[CH:16][CH:17]=[CH:18][C:13]=1[C:11]([N:9]1[CH2:8][CH2:7][N:6]2[C:2]([C:28]3[CH:33]=[CH:32][CH:31]=[CH:30][CH:29]=3)=[C:3]([C:24]([F:27])([F:26])[F:25])[N:4]=[C:5]2[CH2:10]1)=[O:43]. The yield is 0.513. (3) The reactants are [Br:1][C:2]1[CH:6]=[CH:5][S:4][C:3]=1C=O.O.[O-2].[O-2].[O-2].O=[Si]=O.O=[Si]=O.O=[Si]=O.O=[Si]=O.[Al+3].[Al+3].[CH:27](OC)([O:30][CH3:31])[O:28][CH3:29]. The catalyst is ClCCl. The product is [CH3:29][O:28][CH:27]([O:30][CH3:31])[C:3]1[S:4][CH:5]=[CH:6][C:2]=1[Br:1]. The yield is 0.970. (4) The reactants are C[Al](C)C.[CH3:5][NH2:6].C(O[C:10](=[O:40])[C:11]1[CH:16]=[CH:15][CH:14]=[C:13]([NH:17][C:18]([C:20]2[N:24]3[N:25]=[C:26]([NH:30][CH2:31][C:32]4[CH:37]=[CH:36][C:35]([O:38][CH3:39])=[CH:34][CH:33]=4)[CH:27]=[C:28]([CH3:29])[C:23]3=[N:22][CH:21]=2)=[O:19])[CH:12]=1)C. The catalyst is ClCCl. The product is [CH3:5][NH:6][C:10]([C:11]1[CH:12]=[C:13]([NH:17][C:18]([C:20]2[N:24]3[N:25]=[C:26]([NH:30][CH2:31][C:32]4[CH:37]=[CH:36][C:35]([O:38][CH3:39])=[CH:34][CH:33]=4)[CH:27]=[C:28]([CH3:29])[C:23]3=[N:22][CH:21]=2)=[O:19])[CH:14]=[CH:15][CH:16]=1)=[O:40]. The yield is 0.550. (5) The catalyst is C(Cl)Cl.C[O-].[Ti+4].C[O-].C[O-].C[O-]. The yield is 0.422. The reactants are [CH3:1][C:2]([CH3:4])=O.[NH2:5][CH2:6][C:7]1[CH:12]=[C:11]([O:13][C:14]2[CH:19]=[CH:18][C:17]([NH:20][C:21]3[CH:26]=[C:25]([C:27]4[CH:32]=[CH:31][CH:30]=[CH:29][CH:28]=4)[N:24]=[C:23]([NH2:33])[N:22]=3)=[CH:16][CH:15]=2)[CH:10]=[CH:9][N:8]=1.C(O[BH-](OC(=O)C)OC(=O)C)(=O)C.[Na+]. The product is [CH:2]([NH:5][CH2:6][C:7]1[CH:12]=[C:11]([O:13][C:14]2[CH:15]=[CH:16][C:17]([NH:20][C:21]3[CH:26]=[C:25]([C:27]4[CH:32]=[CH:31][CH:30]=[CH:29][CH:28]=4)[N:24]=[C:23]([NH2:33])[N:22]=3)=[CH:18][CH:19]=2)[CH:10]=[CH:9][N:8]=1)([CH3:4])[CH3:1].